From a dataset of Forward reaction prediction with 1.9M reactions from USPTO patents (1976-2016). Predict the product of the given reaction. (1) Given the reactants [OH:1][C:2]([C:23]1[CH:28]=[CH:27][C:26]([O:29]C)=[CH:25][CH:24]=1)([CH3:22])[C:3]([N:5]([C:14]1[CH:19]=[CH:18][C:17]([O:20]C)=[CH:16][CH:15]=1)[C:6]1[CH:11]=[CH:10][C:9]([O:12]C)=[CH:8][CH:7]=1)=[O:4].B(Br)(Br)Br, predict the reaction product. The product is: [OH:1][C:2]([C:23]1[CH:24]=[CH:25][C:26]([OH:29])=[CH:27][CH:28]=1)([CH3:22])[C:3]([N:5]([C:14]1[CH:19]=[CH:18][C:17]([OH:20])=[CH:16][CH:15]=1)[C:6]1[CH:11]=[CH:10][C:9]([OH:12])=[CH:8][CH:7]=1)=[O:4]. (2) Given the reactants [F:1][CH:2]([F:35])[C:3]1[CH:12]=[C:11]2[C:6]([CH2:7][CH2:8][CH2:9][N:10]2[C:13]2[C:17]3[CH2:18][NH:19][CH2:20][CH2:21][C:16]=3[N:15]([CH:22]3[CH2:27][CH2:26][NH:25][C:24](=[O:28])[CH2:23]3)[N:14]=2)=[CH:5][C:4]=1[C:29]1[CH:30]=[N:31][N:32]([CH3:34])[CH:33]=1.C(N(CC)CC)C.[C:43](OC(=O)C)(=[O:45])[CH3:44], predict the reaction product. The product is: [C:43]([N:19]1[CH2:20][CH2:21][C:16]2[N:15]([CH:22]3[CH2:27][CH2:26][NH:25][C:24](=[O:28])[CH2:23]3)[N:14]=[C:13]([N:10]3[C:11]4[C:6](=[CH:5][C:4]([C:29]5[CH:30]=[N:31][N:32]([CH3:34])[CH:33]=5)=[C:3]([CH:2]([F:1])[F:35])[CH:12]=4)[CH2:7][CH2:8][CH2:9]3)[C:17]=2[CH2:18]1)(=[O:45])[CH3:44]. (3) Given the reactants C[O:2][C:3]1[C:4]([CH3:36])=[C:5]([C:27]([O:34]C)=[C:28]([O:32][CH3:33])[C:29]=1[O:30][CH3:31])[CH2:6][C:7]1[CH:20]=[CH:19][C:10]([C:11]([N:13]2[CH2:18][CH2:17][O:16][CH2:15][CH2:14]2)=[O:12])=[C:9]([C:21]2[CH:22]=[N:23][CH:24]=[CH:25][CH:26]=2)[CH:8]=1.O=[N+]([O-])[O-].[O-][N+](=O)[O-].[O-][N+](=O)[O-].[O-][N+](=O)[O-].[O-][N+](=O)[O-].[O-][N+](=O)[O-].[Ce+4].[NH4+].[NH4+], predict the reaction product. The product is: [CH3:31][O:30][C:29]1[C:3](=[O:2])[C:4]([CH3:36])=[C:5]([CH2:6][C:7]2[CH:20]=[CH:19][C:10]([C:11]([N:13]3[CH2:14][CH2:15][O:16][CH2:17][CH2:18]3)=[O:12])=[C:9]([C:21]3[CH:22]=[N:23][CH:24]=[CH:25][CH:26]=3)[CH:8]=2)[C:27](=[O:34])[C:28]=1[O:32][CH3:33].